From a dataset of Full USPTO retrosynthesis dataset with 1.9M reactions from patents (1976-2016). Predict the reactants needed to synthesize the given product. (1) Given the product [CH3:10][N:1]1[C:9]2[C:4](=[CH:5][CH:6]=[CH:7][CH:8]=2)[CH:3]=[CH:2]1, predict the reactants needed to synthesize it. The reactants are: [NH:1]1[C:9]2[C:4](=[CH:5][CH:6]=[CH:7][CH:8]=2)[CH:3]=[CH:2]1.[C:10](OC)(=O)C(OC)=O.CC(C)([O-])C.[K+].Cl. (2) The reactants are: [CH2:1]([N:3]1[CH2:12][CH:11]([C:13]2[CH:18]=[CH:17][C:16]([O:19][CH3:20])=[CH:15][CH:14]=2)[C:10]2[C:5](=[CH:6][C:7]([O:21][CH2:22][CH2:23][CH2:24]O)=[CH:8][CH:9]=2)[CH2:4]1)[CH3:2].COC1C=CC([CH:34]2[C:43]3[C:38](=CC(OCCCO)=CC=3)[CH2:37][NH:36][CH2:35]2)=CC=1.C(=O)C.C(O)(=O)C.[BH-](OC(C)=O)(OC(C)=O)OC(C)=O.[Na+]. Given the product [CH2:1]([N:3]1[CH2:12][CH:11]([C:13]2[CH:14]=[CH:15][C:16]([O:19][CH3:20])=[CH:17][CH:18]=2)[C:10]2[C:5](=[CH:6][C:7]([O:21][CH2:22][CH2:23][CH2:24][N:36]3[CH2:37][CH2:38][CH2:43][CH2:34][CH2:35]3)=[CH:8][CH:9]=2)[CH2:4]1)[CH3:2], predict the reactants needed to synthesize it. (3) The reactants are: [F:1][C:2]1[CH:7]=[CH:6][CH:5]=[CH:4][C:3]=1[CH:8]=[CH:9][C:10]([OH:12])=O.[N:13]1[CH:18]=[CH:17][CH:16]=[C:15]([C:19]2[CH:20]=[C:21]([C@@H:25]([NH2:27])[CH3:26])[CH:22]=[CH:23][CH:24]=2)[CH:14]=1.C(Cl)CCl.C1C=CC2N(O)N=NC=2C=1.C(N(C(C)C)CC)(C)C. Given the product [F:1][C:2]1[CH:7]=[CH:6][CH:5]=[CH:4][C:3]=1[CH:8]=[CH:9][C:10]([NH:27][C@H:25]([C:21]1[CH:22]=[CH:23][CH:24]=[C:19]([C:15]2[CH:14]=[N:13][CH:18]=[CH:17][CH:16]=2)[CH:20]=1)[CH3:26])=[O:12], predict the reactants needed to synthesize it. (4) Given the product [CH3:31][C:25]1[CH:26]=[C:27]([CH3:30])[CH:28]=[CH:29][C:24]=1[C:14]1[C:15]2[CH:20]=[CH:19][S:18][C:16]=2[N:17]=[C:12]([NH2:11])[N:13]=1, predict the reactants needed to synthesize it. The reactants are: N1C2C(=CC=CC=2)C=CC=1.[NH2:11][C:12]1[N:13]=[C:14]([C:24]2[CH:29]=[CH:28][C:27]([CH3:30])=[CH:26][C:25]=2[CH3:31])[C:15]2[CH:20]=[C:19](C(O)=O)[S:18][C:16]=2[N:17]=1.Cl. (5) Given the product [O:29]1[CH:30]=[CH:31][CH:32]=[C:28]1[C:4]1[C:5]2[N:10]=[N:9][N:8]([CH2:11][C:12]3[CH:20]=[C:19]4[C:15]([CH:16]=[CH:17][NH:18]4)=[CH:14][CH:13]=3)[C:6]=2[N:7]=[C:2]([NH2:1])[N:3]=1, predict the reactants needed to synthesize it. The reactants are: [NH2:1][C:2]1[N:3]=[C:4]([C:28]2[O:29][CH:30]=[CH:31][CH:32]=2)[C:5]2[N:10]=[N:9][N:8]([CH2:11][C:12]3[CH:20]=[C:19]4[C:15]([CH:16]=[CH:17][N:18]4C(OC(C)(C)C)=O)=[CH:14][CH:13]=3)[C:6]=2[N:7]=1.C[O-].[Na+]. (6) Given the product [C:1]([O:5][C:6](=[O:29])[NH:7][C@H:8]1[CH2:13][CH2:12][CH2:11][CH2:10][C@H:9]1[NH:14][C:15]1[N:16]=[CH:17][C:18]2[C:24]([CH:25]([F:27])[F:26])=[N:23][CH:22]=[C:21]([C:34]3[CH:33]=[N:32][N:31]([CH3:30])[CH:35]=3)[C:19]=2[N:20]=1)([CH3:4])([CH3:3])[CH3:2], predict the reactants needed to synthesize it. The reactants are: [C:1]([O:5][C:6](=[O:29])[NH:7][C@H:8]1[CH2:13][CH2:12][CH2:11][CH2:10][C@H:9]1[NH:14][C:15]1[N:16]=[CH:17][C:18]2[C:24]([CH:25]([F:27])[F:26])=[N:23][CH:22]=[C:21](I)[C:19]=2[N:20]=1)([CH3:4])([CH3:3])[CH3:2].[CH3:30][N:31]1[CH:35]=[C:34](B(O)O)[CH:33]=[N:32]1.C1(P(C2CCCCC2)C2C=CC=CC=2C2C(OC)=CC=CC=2OC)CCCCC1.C(=O)([O-])[O-].[K+].[K+].COCCOC.O. (7) The reactants are: [O:1]=[C:2]1[CH:11]=[C:10]([O:12][C:13]2[CH:20]=[CH:19][C:16]([C:17]#[N:18])=[CH:15][CH:14]=2)[C:9]2[C:4](=[CH:5][CH:6]=[CH:7][CH:8]=2)[NH:3]1.[H][H]. Given the product [NH2:18][CH2:17][C:16]1[CH:15]=[CH:14][C:13]([O:12][C:10]2[C:9]3[C:4](=[CH:5][CH:6]=[CH:7][CH:8]=3)[NH:3][C:2](=[O:1])[CH:11]=2)=[CH:20][CH:19]=1, predict the reactants needed to synthesize it.